Dataset: Buchwald-Hartwig C-N cross coupling reaction yields with 55,370 reactions. Task: Predict the reaction yield, written as a fraction of the theoretical maximum amount of product (1.0 means a 100% yield; for example, 0.34 means a 34% yield). (1) The product is Cc1ccc(Nc2cccnc2)cc1. No catalyst specified. The reactants are Clc1cccnc1.Cc1ccc(N)cc1.O=S(=O)(O[Pd]1c2ccccc2-c2ccccc2N~1)C(F)(F)F.COc1ccc(OC)c(P(C(C)(C)C)C(C)(C)C)c1-c1c(C(C)C)cc(C(C)C)cc1C(C)C.CCN=P(N=P(N(C)C)(N(C)C)N(C)C)(N(C)C)N(C)C.Cc1ccno1. The yield is 0.0186. (2) The reactants are Ic1cccnc1.Cc1ccc(N)cc1.O=S(=O)(O[Pd]1c2ccccc2-c2ccccc2N~1)C(F)(F)F.COc1ccc(OC)c(P([C@]23C[C@H]4C[C@H](C[C@H](C4)C2)C3)[C@]23C[C@H]4C[C@H](C[C@H](C4)C2)C3)c1-c1c(C(C)C)cc(C(C)C)cc1C(C)C.CCN=P(N=P(N(C)C)(N(C)C)N(C)C)(N(C)C)N(C)C.Cc1cc(-c2ccccc2)on1. No catalyst specified. The product is Cc1ccc(Nc2cccnc2)cc1. The yield is 0.627. (3) The reactants are FC(F)(F)c1ccc(Cl)cc1.Cc1ccc(N)cc1.O=S(=O)(O[Pd]1c2ccccc2-c2ccccc2N~1)C(F)(F)F.CC(C)c1cc(C(C)C)c(-c2ccccc2P(C(C)(C)C)C(C)(C)C)c(C(C)C)c1.CN(C)C(=NC(C)(C)C)N(C)C.CCOC(=O)c1cnoc1. No catalyst specified. The product is Cc1ccc(Nc2ccc(C(F)(F)F)cc2)cc1. The yield is 0. (4) The reactants are FC(F)(F)c1ccc(Cl)cc1.Cc1ccc(N)cc1.O=S(=O)(O[Pd]1c2ccccc2-c2ccccc2N~1)C(F)(F)F.COc1ccc(OC)c(P(C(C)(C)C)C(C)(C)C)c1-c1c(C(C)C)cc(C(C)C)cc1C(C)C.CN1CCCN2CCCN=C12.COC(=O)c1cc(-c2cccs2)on1. No catalyst specified. The product is Cc1ccc(Nc2ccc(C(F)(F)F)cc2)cc1. The yield is 0.0603. (5) The reactants are Brc1ccccn1.Cc1ccc(N)cc1.O=S(=O)(O[Pd]1c2ccccc2-c2ccccc2N~1)C(F)(F)F.COc1ccc(OC)c(P([C@]23C[C@H]4C[C@H](C[C@H](C4)C2)C3)[C@]23C[C@H]4C[C@H](C[C@H](C4)C2)C3)c1-c1c(C(C)C)cc(C(C)C)cc1C(C)C.CN1CCCN2CCCN=C12.Cc1ccon1. No catalyst specified. The product is Cc1ccc(Nc2ccccn2)cc1. The yield is 0.895. (6) The reactants are COc1ccc(Cl)cc1.Cc1ccc(N)cc1.O=S(=O)(O[Pd]1c2ccccc2-c2ccccc2N~1)C(F)(F)F.COc1ccc(OC)c(P([C@]23C[C@H]4C[C@H](C[C@H](C4)C2)C3)[C@]23C[C@H]4C[C@H](C[C@H](C4)C2)C3)c1-c1c(C(C)C)cc(C(C)C)cc1C(C)C.CCN=P(N=P(N(C)C)(N(C)C)N(C)C)(N(C)C)N(C)C.Cc1cc(-c2ccccc2)on1. No catalyst specified. The product is COc1ccc(Nc2ccc(C)cc2)cc1. The yield is 0. (7) The yield is 0.737. The reactants are CCc1ccc(I)cc1.Cc1ccc(N)cc1.O=S(=O)(O[Pd]1c2ccccc2-c2ccccc2N~1)C(F)(F)F.COc1ccc(OC)c(P([C@]23C[C@H]4C[C@H](C[C@H](C4)C2)C3)[C@]23C[C@H]4C[C@H](C[C@H](C4)C2)C3)c1-c1c(C(C)C)cc(C(C)C)cc1C(C)C.CN(C)C(=NC(C)(C)C)N(C)C.c1ccc(-c2ccno2)cc1. The product is CCc1ccc(Nc2ccc(C)cc2)cc1. No catalyst specified.